Task: Regression. Given a peptide amino acid sequence and an MHC pseudo amino acid sequence, predict their binding affinity value. This is MHC class II binding data.. Dataset: Peptide-MHC class II binding affinity with 134,281 pairs from IEDB The peptide sequence is VCGERGFFYTPKT. The MHC is DRB1_1302 with pseudo-sequence DRB1_1302. The binding affinity (normalized) is 0.120.